The task is: Predict the reactants needed to synthesize the given product.. This data is from Full USPTO retrosynthesis dataset with 1.9M reactions from patents (1976-2016). Given the product [CH2:3]([NH:5][CH:6]([CH2:41][CH3:42])[CH2:7][CH2:8][O:9][C:10]1[CH:15]=[CH:14][C:13]([C:16]2[CH:21]=[CH:20][C:19]([C:22]([OH:24])=[O:23])=[CH:18][CH:17]=2)=[CH:12][C:11]=1[C:27]1[CH:36]=[CH:35][C:34]2[C:33]([CH3:38])([CH3:37])[CH2:32][CH2:31][C:30]([CH3:40])([CH3:39])[C:29]=2[CH:28]=1)[CH3:4], predict the reactants needed to synthesize it. The reactants are: [OH-].[Na+].[CH2:3]([NH:5][CH:6]([CH2:41][CH3:42])[CH2:7][CH2:8][O:9][C:10]1[CH:15]=[CH:14][C:13]([C:16]2[CH:21]=[CH:20][C:19]([C:22]([O:24]CC)=[O:23])=[CH:18][CH:17]=2)=[CH:12][C:11]=1[C:27]1[CH:36]=[CH:35][C:34]2[C:33]([CH3:38])([CH3:37])[CH2:32][CH2:31][C:30]([CH3:40])([CH3:39])[C:29]=2[CH:28]=1)[CH3:4].